Task: Regression/Classification. Given a drug SMILES string, predict its toxicity properties. Task type varies by dataset: regression for continuous values (e.g., LD50, hERG inhibition percentage) or binary classification for toxic/non-toxic outcomes (e.g., AMES mutagenicity, cardiotoxicity, hepatotoxicity). Dataset: herg_karim.. Dataset: hERG potassium channel inhibition data for cardiac toxicity prediction from Karim et al. (1) The drug is Nc1ccnc(N2CCC(n3c(=O)n(-c4ccccc4)c4cccnc43)CC2)c1. The result is 1 (blocker). (2) The result is 1 (blocker). The drug is O=C1O[C@]2(CC[C@H](c3nc4cc(OC(F)(F)F)ccc4[nH]3)CC2)CN1c1ccccn1. (3) The drug is Cn1nc(NCC(=O)NC2CN(C3CCC(NS(C)(=O)=O)CC3)C2)c2cc(C(F)(F)F)ccc21. The result is 0 (non-blocker). (4) The compound is COc1cccc2c1C(C(=O)NCc1ccc(OC(F)(F)F)cc1)N(CCc1ccccn1)C2=O. The result is 1 (blocker).